Task: Regression. Given a peptide amino acid sequence and an MHC pseudo amino acid sequence, predict their binding affinity value. This is MHC class II binding data.. Dataset: Peptide-MHC class II binding affinity with 134,281 pairs from IEDB (1) The peptide sequence is VKREACPGTSVIIDG. The MHC is DRB1_1301 with pseudo-sequence DRB1_1301. The binding affinity (normalized) is 0.321. (2) The peptide sequence is YDKFLINVSTVLTGK. The MHC is DRB1_1602 with pseudo-sequence DRB1_1602. The binding affinity (normalized) is 0.897. (3) The peptide sequence is EKKYFAATQFEPLGA. The MHC is HLA-DQA10501-DQB10201 with pseudo-sequence HLA-DQA10501-DQB10201. The binding affinity (normalized) is 0.522. (4) The peptide sequence is GELQIVDKILAAFKI. The MHC is DRB5_0101 with pseudo-sequence DRB5_0101. The binding affinity (normalized) is 0.796. (5) The peptide sequence is ASYNTHETICPEPTIDE. The MHC is DRB1_0802 with pseudo-sequence DRB1_0802. The binding affinity (normalized) is 0.0901. (6) The binding affinity (normalized) is 0.290. The MHC is HLA-DPA10201-DPB10101 with pseudo-sequence HLA-DPA10201-DPB10101. The peptide sequence is FFGQNTAAIAATEAQ. (7) The peptide sequence is SQDLELSWNLNALQAY. The MHC is DRB1_0802 with pseudo-sequence DRB1_0802. The binding affinity (normalized) is 0.252. (8) The peptide sequence is AAHSAAFEDLRVSSY. The MHC is DRB5_0101 with pseudo-sequence DRB5_0101. The binding affinity (normalized) is 0. (9) The peptide sequence is YGRIAECILGMNPSR. The MHC is HLA-DQA10501-DQB10201 with pseudo-sequence HLA-DQA10501-DQB10201. The binding affinity (normalized) is 0.496.